From a dataset of Catalyst prediction with 721,799 reactions and 888 catalyst types from USPTO. Predict which catalyst facilitates the given reaction. Reactant: FC(F)(F)C(O)=O.[CH3:8][O:9][C:10]1[CH:19]=[C:18]2[C:13]([N:14]=[CH:15][C:16]([NH2:20])=[N:17]2)=[CH:12][CH:11]=1.C(N(CC)CC)C.[C:28](N1C=CC=CC1=O)(N1C=CC=CC1=O)=[S:29]. Product: [N:20]([C:16]1[CH:15]=[N:14][C:13]2[C:18](=[CH:19][C:10]([O:9][CH3:8])=[CH:11][CH:12]=2)[N:17]=1)=[C:28]=[S:29]. The catalyst class is: 2.